This data is from Forward reaction prediction with 1.9M reactions from USPTO patents (1976-2016). The task is: Predict the product of the given reaction. (1) Given the reactants Cl[C:2]1[NH:3][C:4]2[CH:10]=[CH:9][CH:8]=[CH:7][C:5]=2[N:6]=1.[F:11][C:12]1[CH:13]=[C:14]([CH:17]=[CH:18][C:19]=1[F:20])[CH2:15]Br.[F:21][C:22]1[CH:23]=[C:24]([CH:26]=[CH:27][C:28]=1[F:29])[NH2:25], predict the reaction product. The product is: [F:11][C:12]1[CH:13]=[C:14]([CH:17]=[CH:18][C:19]=1[F:20])[CH2:15][N:6]1[C:5]2[CH:7]=[CH:8][CH:9]=[CH:10][C:4]=2[N:3]=[C:2]1[NH:25][C:24]1[CH:26]=[CH:27][C:28]([F:29])=[C:22]([F:21])[CH:23]=1. (2) Given the reactants [C:1]1([C:7]2[C:15]3[C:14](=O)[NH:13][CH:12]=[N:11][C:10]=3[O:9][C:8]=2[C:17]2[CH:22]=[CH:21][CH:20]=[CH:19][CH:18]=2)[CH:6]=[CH:5][CH:4]=[CH:3][CH:2]=1.O=P(Cl)(Cl)[Cl:25].C(=O)(O)[O-].[Na+], predict the reaction product. The product is: [Cl:25][C:14]1[C:15]2[C:7]([C:1]3[CH:6]=[CH:5][CH:4]=[CH:3][CH:2]=3)=[C:8]([C:17]3[CH:22]=[CH:21][CH:20]=[CH:19][CH:18]=3)[O:9][C:10]=2[N:11]=[CH:12][N:13]=1. (3) The product is: [Cl:1][C:2]1[CH:29]=[CH:28][C:5]([C:6]([NH:8][C:9]2[CH:10]=[CH:11][C:12]([CH2:15][NH:16][C:17]3[C:26]4[C:21](=[CH:22][CH:23]=[CH:24][CH:25]=4)[N:20]=[C:19]([N:31]([CH3:32])[CH3:30])[N:18]=3)=[CH:13][CH:14]=2)=[O:7])=[CH:4][N:3]=1. Given the reactants [Cl:1][C:2]1[CH:29]=[CH:28][C:5]([C:6]([NH:8][C:9]2[CH:14]=[CH:13][C:12]([CH2:15][NH:16][C:17]3[C:26]4[C:21](=[CH:22][CH:23]=[CH:24][CH:25]=4)[N:20]=[C:19](Cl)[N:18]=3)=[CH:11][CH:10]=2)=[O:7])=[CH:4][N:3]=1.[CH3:30][NH:31][CH3:32], predict the reaction product. (4) Given the reactants [CH3:1][O:2][C:3]([NH:5][CH2:6][CH2:7][O:8][CH:9]([C:21]1[CH:26]=[CH:25][CH:24]=[C:23]([Cl:27])[CH:22]=1)[CH2:10][CH2:11][N:12](C)[C:13](=O)OC(C)(C)C)=[O:4], predict the reaction product. The product is: [Cl:27][C:23]1[CH:22]=[C:21]([CH:9]([O:8][CH2:7][CH2:6][NH:5][C:3](=[O:4])[O:2][CH3:1])[CH2:10][CH2:11][NH:12][CH3:13])[CH:26]=[CH:25][CH:24]=1. (5) Given the reactants [Cl:1][C:2]1[C:7]([CH2:8][OH:9])=[CH:6][N:5]=[C:4]([C:10]2[CH:15]=[CH:14][CH:13]=[CH:12][CH:11]=2)[N:3]=1.CC(OI1(OC(C)=O)(OC(C)=O)OC(=O)C2C=CC=CC1=2)=O, predict the reaction product. The product is: [Cl:1][C:2]1[C:7]([CH:8]=[O:9])=[CH:6][N:5]=[C:4]([C:10]2[CH:11]=[CH:12][CH:13]=[CH:14][CH:15]=2)[N:3]=1. (6) Given the reactants Br[C:2]1[S:3][C:4]([C:7]([C:9]2[C:17]3[C:12](=[N:13][CH:14]=[CH:15][CH:16]=3)[NH:11][CH:10]=2)=[O:8])=[CH:5][N:6]=1.[Cl:18][C:19]1[CH:26]=[CH:25][C:22]([CH2:23][NH2:24])=[CH:21][CH:20]=1.C(N(CC)C(C)C)(C)C, predict the reaction product. The product is: [Cl:18][C:19]1[CH:26]=[CH:25][C:22]([CH2:23][NH:24][C:2]2[S:3][C:4]([C:7]([C:9]3[C:17]4[C:12](=[N:13][CH:14]=[CH:15][CH:16]=4)[NH:11][CH:10]=3)=[O:8])=[CH:5][N:6]=2)=[CH:21][CH:20]=1. (7) Given the reactants FC(F)(F)C([N:5]1[CH2:11][CH:10]([CH2:12][OH:13])[C:9]2[CH:14]=[C:15]([Br:20])[C:16]([O:18][CH3:19])=[CH:17][C:8]=2[CH2:7][CH2:6]1)=O.[OH-].[Na+], predict the reaction product. The product is: [Br:20][C:15]1[C:16]([O:18][CH3:19])=[CH:17][C:8]2[CH2:7][CH2:6][NH:5][CH2:11][CH:10]([CH2:12][OH:13])[C:9]=2[CH:14]=1. (8) Given the reactants [N:1]1([C:7]2[CH:8]=[C:9]([N:23]3[CH2:28][CH2:27][O:26][CH2:25][CH2:24]3)[CH:10]=[CH:11][C:12]=2[CH:13]2[CH2:18][C:17]([CH3:20])([CH3:19])[CH2:16][C:15]([CH3:22])([CH3:21])[CH2:14]2)[CH2:6][CH2:5][NH:4][CH2:3][CH2:2]1.[CH:29](=O)[CH2:30][CH2:31][CH3:32].C(O[BH-](OC(=O)C)OC(=O)C)(=O)C.[Na+].C(=O)([O-])O.[Na+], predict the reaction product. The product is: [CH2:29]([N:4]1[CH2:3][CH2:2][N:1]([C:7]2[CH:8]=[C:9]([N:23]3[CH2:24][CH2:25][O:26][CH2:27][CH2:28]3)[CH:10]=[CH:11][C:12]=2[CH:13]2[CH2:14][C:15]([CH3:21])([CH3:22])[CH2:16][C:17]([CH3:20])([CH3:19])[CH2:18]2)[CH2:6][CH2:5]1)[CH2:30][CH2:31][CH3:32]. (9) Given the reactants [C:1]([O:7][C:8]([CH3:11])([CH3:10])[CH3:9])(=[O:6])[CH2:2][C:3]([CH3:5])=[O:4].C([Li])CCC.[C:17](N1CC1C)(=[O:23])[CH2:18][CH2:19][CH2:20][CH2:21][CH3:22].[Cl-].[NH4+], predict the reaction product. The product is: [O:4]=[C:3]([CH2:5][C:17](=[O:23])[CH2:18][CH2:19][CH2:20][CH2:21][CH3:22])[CH2:2][C:1]([O:7][C:8]([CH3:11])([CH3:10])[CH3:9])=[O:6]. (10) Given the reactants [N:1]1([CH2:8][CH2:9][NH2:10])[CH2:7][CH2:6][CH2:5][CH2:4][CH2:3][CH2:2]1.C(#N)CO, predict the reaction product. The product is: [CH2:5]1[CH2:6][CH2:7][N:1]([CH2:8][C:9]#[N:10])[CH2:2][CH2:3][CH2:4]1.